From a dataset of Experimentally validated miRNA-target interactions with 360,000+ pairs, plus equal number of negative samples. Binary Classification. Given a miRNA mature sequence and a target amino acid sequence, predict their likelihood of interaction. The miRNA is hsa-miR-5189-3p with sequence UGCCAACCGUCAGAGCCCAGA. The protein sequence of the target gene is MSQLRLLPSRLGVQAARLLAAHDVPVFGWRSRSSGPPATFPSSKGGGGSSYMEEMYFAWLENPQSVHKSWDSFFREASEEAFSGSAQPRPPSVVHESRSAVSSRTKTSKLVEDHLAVQSLIRAYQIRGHHVAQLDPLGILDADLDSFVPSDLITTIDKLAFYDLQEADLDKEFQLPTTTFIGGSENTLSLREIIRRLENTYCQHIGLEFMFINDVEQCQWIRQKFETPGVMQFSSEEKRTLLARLVRSMRFEDFLARKWSSEKRFGLEGCEVMIPALKTIIDKSSEMGIENVILGMPHRG.... Result: 0 (no interaction).